Dataset: Reaction yield outcomes from USPTO patents with 853,638 reactions. Task: Predict the reaction yield, written as a fraction of the theoretical maximum amount of product (1.0 means a 100% yield; for example, 0.34 means a 34% yield). (1) The reactants are [N+:1]([C:4]1[N:5]=[CH:6][NH:7][CH:8]=1)([O-:3])=[O:2].[C:9]([O-])([O-])=O.[K+].[K+].IC. The catalyst is C(#N)C. The product is [CH3:9][N:7]1[CH:8]=[C:4]([N+:1]([O-:3])=[O:2])[N:5]=[CH:6]1. The yield is 0.820. (2) The reactants are [Cl:1][C:2]1[C:10]([OH:11])=[CH:9][C:8]([C:12]2[N:13]([C:28]([O:30][C:31]([CH3:34])([CH3:33])[CH3:32])=[O:29])[C:14]3[C:19]([CH:20]=2)=[CH:18][C:17]([CH2:21][N:22]2[CH2:27][CH2:26][CH2:25][CH2:24][CH2:23]2)=[CH:16][CH:15]=3)=[C:7]2[C:3]=1[CH2:4][NH:5][C:6]2=[O:35].C(N(CC)CC)C.[F:43][C:44]([F:50])([F:49])[S:45](Cl)(=[O:47])=[O:46]. The catalyst is ClCCl. The product is [Cl:1][C:2]1[C:10]([O:11][S:45]([C:44]([F:50])([F:49])[F:43])(=[O:47])=[O:46])=[CH:9][C:8]([C:12]2[N:13]([C:28]([O:30][C:31]([CH3:32])([CH3:34])[CH3:33])=[O:29])[C:14]3[C:19]([CH:20]=2)=[CH:18][C:17]([CH2:21][N:22]2[CH2:27][CH2:26][CH2:25][CH2:24][CH2:23]2)=[CH:16][CH:15]=3)=[C:7]2[C:3]=1[CH2:4][NH:5][C:6]2=[O:35]. The yield is 0.710.